This data is from Forward reaction prediction with 1.9M reactions from USPTO patents (1976-2016). The task is: Predict the product of the given reaction. (1) Given the reactants Br[C:2]1[C:7]([Cl:8])=[CH:6][C:5]([O:9][CH3:10])=[CH:4][C:3]=1[Cl:11].[F:12][C:13]([F:27])([F:26])[C:14]1[CH:15]=[CH:16][C:17]([N:20]2[CH2:25][CH2:24][NH:23][CH2:22][CH2:21]2)=[N:18][CH:19]=1.CC(C)([O-])C.[Na+].O, predict the reaction product. The product is: [Cl:11][C:3]1[CH:4]=[C:5]([O:9][CH3:10])[CH:6]=[C:7]([Cl:8])[C:2]=1[N:23]1[CH2:24][CH2:25][N:20]([C:17]2[CH:16]=[CH:15][C:14]([C:13]([F:27])([F:12])[F:26])=[CH:19][N:18]=2)[CH2:21][CH2:22]1. (2) Given the reactants [F:1][C:2]([F:7])([F:6])[C:3]([NH2:5])=[O:4].CC(C)([O-])C.[Na+].BrN1C(C)(C)C(=O)N(Br)C1=O.[Si:25]([O:32][CH2:33][CH2:34][S:35][CH2:36][C:37]1[CH:42]=[CH:41][N:40]=[C:39]([NH:43][C:44]2[CH:49]=[C:48]([C:50]3[CH:55]=[CH:54][C:53]([F:56])=[CH:52][C:51]=3[O:57][CH3:58])[C:47]([F:59])=[CH:46][N:45]=2)[CH:38]=1)([C:28]([CH3:31])([CH3:30])[CH3:29])([CH3:27])[CH3:26].S([O-])([O-])=O.[Na+].[Na+], predict the reaction product. The product is: [Si:25]([O:32][CH2:33][CH2:34][S:35]([CH2:36][C:37]1[CH:42]=[CH:41][N:40]=[C:39]([NH:43][C:44]2[CH:49]=[C:48]([C:50]3[CH:55]=[CH:54][C:53]([F:56])=[CH:52][C:51]=3[O:57][CH3:58])[C:47]([F:59])=[CH:46][N:45]=2)[CH:38]=1)=[N:5][C:3](=[O:4])[C:2]([F:7])([F:6])[F:1])([C:28]([CH3:31])([CH3:30])[CH3:29])([CH3:27])[CH3:26]. (3) Given the reactants Br[C:2]1[N:3]=[C:4]2[N:11]([CH:12]3[CH2:17][CH2:16][O:15][CH2:14][CH2:13]3)[CH2:10][C:9](=[O:18])[NH:8][C:5]2=[N:6][CH:7]=1.Br[C:20]1[C:21]([NH:27][C:28](=O)CI)=[N:22][CH:23]=[C:24](Br)[N:25]=1.[CH:32](N(C(C)C)CC)(C)[CH3:33].O1CCC([NH2:47])CC1, predict the reaction product. The product is: [NH:47]1[CH:28]=[N:27][C:21]([C:20]2[N:25]=[CH:24][C:23]([C:2]3[N:3]=[C:4]4[N:11]([CH:12]5[CH2:17][CH2:16][O:15][CH2:14][CH2:13]5)[CH2:10][C:9](=[O:18])[NH:8][C:5]4=[N:6][CH:7]=3)=[CH:33][CH:32]=2)=[N:22]1. (4) Given the reactants Cl.C(O[C:5](=[NH:7])[CH3:6])C.[F:8][C:9]1[CH:10]=[C:11]([CH:16]=[C:17]([F:19])[CH:18]=1)[C:12]([NH:14][NH2:15])=[O:13], predict the reaction product. The product is: [NH:7]=[C:5]([N:14]([C:12](=[O:13])[C:11]1[CH:10]=[C:9]([F:8])[CH:18]=[C:17]([F:19])[CH:16]=1)[NH2:15])[CH3:6]. (5) The product is: [CH2:10]([NH:16][C:2]1[CH:7]=[CH:6][C:5]([O:8][CH3:9])=[CH:4][CH:3]=1)[CH2:11][CH2:12][CH2:13][CH2:14][CH3:15]. Given the reactants Cl[C:2]1[CH:7]=[CH:6][C:5]([O:8][CH3:9])=[CH:4][CH:3]=1.[CH2:10]([NH2:16])[CH2:11][CH2:12][CH2:13][CH2:14][CH3:15].CC([O-])(C)C.[Na+].O(CCCC)CCCC, predict the reaction product. (6) Given the reactants [CH2:1]([N:5]1[CH2:10][CH:9]=[C:8]([C:11]2[C:19]3[C:14](=[CH:15][C:16]([C:20]([N:22]4[CH2:27][CH2:26][N:25]([CH:28]([CH3:30])[CH3:29])[CH2:24][CH2:23]4)=[O:21])=[CH:17][CH:18]=3)[N:13](C)[CH:12]=2)[CH2:7][CH2:6]1)[CH:2]([CH3:4])[CH3:3].Cl.C(N1CC=C(C2C3C(=CC(C(N4CCN(C(C)C)CC4)=O)=CC=3)NC=2)CC1)C(C)C.[CH3:63][S:64](Cl)(=[O:66])=[O:65], predict the reaction product. The product is: [CH2:1]([N:5]1[CH2:10][CH:9]=[C:8]([C:11]2[C:19]3[C:14](=[CH:15][C:16]([C:20]([N:22]4[CH2:27][CH2:26][N:25]([CH:28]([CH3:30])[CH3:29])[CH2:24][CH2:23]4)=[O:21])=[CH:17][CH:18]=3)[N:13]([S:64]([CH3:63])(=[O:66])=[O:65])[CH:12]=2)[CH2:7][CH2:6]1)[CH:2]([CH3:4])[CH3:3]. (7) Given the reactants Cl[C:2]1[N:3]([CH2:10][C@:11]2([CH3:14])[CH2:13][O:12]2)[CH:4]=[C:5]([N+:7]([O-:9])=[O:8])[N:6]=1.[Cl:15][C:16]1[CH:21]=[CH:20][C:19]([CH2:22][CH2:23][CH2:24][O:25][CH:26]2[CH2:31][CH2:30][NH:29][CH2:28][CH2:27]2)=[CH:18][CH:17]=1.O.[H-].[Na+], predict the reaction product. The product is: [Cl:15][C:16]1[CH:21]=[CH:20][C:19]([CH2:22][CH2:23][CH2:24][O:25][CH:26]2[CH2:27][CH2:28][N:29]([CH2:13][C@:11]3([CH3:14])[O:12][C:2]4=[N:6][C:5]([N+:7]([O-:9])=[O:8])=[CH:4][N:3]4[CH2:10]3)[CH2:30][CH2:31]2)=[CH:18][CH:17]=1.